Dataset: Forward reaction prediction with 1.9M reactions from USPTO patents (1976-2016). Task: Predict the product of the given reaction. (1) Given the reactants C(O[C:6]([NH:8][CH2:9][C:10]([N:12]([CH2:17][C:18]([O:20][CH3:21])=[O:19])[CH2:13][CH:14]([CH3:16])[CH3:15])=[O:11])=[O:7])(C)(C)C.[CH3:22][O:23][C:24]1[CH:25]=[C:26]2[C:31](=[CH:32][CH:33]=1)[O:30][CH2:29][CH:28](C(O)=O)[CH2:27]2.C(Cl)CCl.C1C=CC2N(O)N=NC=2C=1.CCN(C(C)C)C(C)C, predict the reaction product. The product is: [CH2:13]([N:12]([CH2:17][C:18]([O:20][CH3:21])=[O:19])[C:10](=[O:11])[CH2:9][NH:8][C:6]([CH:28]1[CH2:27][C:26]2[C:31](=[CH:32][CH:33]=[C:24]([O:23][CH3:22])[CH:25]=2)[O:30][CH2:29]1)=[O:7])[CH:14]([CH3:15])[CH3:16]. (2) Given the reactants Br[C:2]1[CH:10]=[CH:9][CH:8]=[C:7]2[C:3]=1[C:4]1([CH2:25][O:24][C:23]3[CH:26]=[C:27]4[C:31](=[CH:32][C:22]1=3)[CH2:30][CH2:29][O:28]4)[C:5](=O)[N:6]2[CH2:11][C:12]1[O:13][C:14]([C:17]([F:20])([F:19])[F:18])=[CH:15][CH:16]=1.[N:33]1[CH:38]=[C:37](B(O)O)[CH:36]=[N:35][CH:34]=1.C(=O)([O-])[O-].[Na+].[Na+], predict the reaction product. The product is: [N:33]1[CH:38]=[C:37]([C:2]2[CH:10]=[CH:9][CH:8]=[C:7]3[C:3]=2[C:4]2([CH2:25][O:24][C:23]4[CH:26]=[C:27]5[C:31](=[CH:32][C:22]2=4)[CH2:30][CH2:29][O:28]5)[CH2:5][N:6]3[CH2:11][C:12]2[O:13][C:14]([C:17]([F:19])([F:18])[F:20])=[CH:15][CH:16]=2)[CH:36]=[N:35][CH:34]=1. (3) The product is: [Cl:1][C:2]1[CH:37]=[C:36]([CH3:38])[CH:35]=[CH:34][C:3]=1[CH2:4][C:5]1[CH:13]=[C:12]2[C:8]([C:9]([CH2:24][NH:25][CH3:26])=[CH:10][N:11]2[S:14]([C:17]2[CH:22]=[CH:21][CH:20]=[C:19]([F:23])[CH:18]=2)(=[O:16])=[O:15])=[CH:7][CH:6]=1. Given the reactants [Cl:1][C:2]1[CH:37]=[C:36]([CH3:38])[CH:35]=[CH:34][C:3]=1[CH2:4][C:5]1[CH:13]=[C:12]2[C:8]([C:9]([CH2:24][N:25](C)[C:26](=O)OC(C)(C)C)=[CH:10][N:11]2[S:14]([C:17]2[CH:22]=[CH:21][CH:20]=[C:19]([F:23])[CH:18]=2)(=[O:16])=[O:15])=[CH:7][CH:6]=1.Cl.C(OC(=O)C)C, predict the reaction product. (4) Given the reactants C=O.[CH2:3]([O:5][C:6](=[O:21])[CH2:7][NH:8][C:9]1[CH:14]=[CH:13][CH:12]=[CH:11][C:10]=1[C:15]1[CH:20]=[CH:19][CH:18]=[CH:17][CH:16]=1)[CH3:4].[CH:22]([S:24]([C:27]1[CH:32]=[CH:31][CH:30]=[CH:29][C:28]=1[C:33]([F:36])([F:35])[F:34])(=[O:26])=[O:25])=[CH2:23].[C:37](O)(=O)C, predict the reaction product. The product is: [CH2:3]([O:5][C:6]([CH:7]1[CH2:37][CH:22]([S:24]([C:27]2[CH:32]=[CH:31][CH:30]=[CH:29][C:28]=2[C:33]([F:34])([F:36])[F:35])(=[O:25])=[O:26])[CH2:23][N:8]1[C:9]1[CH:14]=[CH:13][CH:12]=[CH:11][C:10]=1[C:15]1[CH:20]=[CH:19][CH:18]=[CH:17][CH:16]=1)=[O:21])[CH3:4]. (5) Given the reactants [CH2:1]([C@H:3]1[C@@H:7]([NH:8][C:9]2[C:14]([N+:15]([O-:17])=[O:16])=[CH:13][N:12]=[C:11]3[NH:18][CH:19]=[CH:20][C:10]=23)[CH2:6][C@@H:5]([NH:21][S:22]([CH:25]2[CH2:27][CH2:26]2)(=[O:24])=[O:23])[CH2:4]1)[CH3:2].[H-].[Na+].[CH3:30][C:31]1[CH:36]=[CH:35][C:34]([S:37](Cl)(=[O:39])=[O:38])=[CH:33][CH:32]=1, predict the reaction product. The product is: [CH2:1]([C@H:3]1[C@@H:7]([NH:8][C:9]2[C:14]([N+:15]([O-:17])=[O:16])=[CH:13][N:12]=[C:11]3[N:18]([S:37]([C:34]4[CH:35]=[CH:36][C:31]([CH3:30])=[CH:32][CH:33]=4)(=[O:39])=[O:38])[CH:19]=[CH:20][C:10]=23)[CH2:6][C@@H:5]([NH:21][S:22]([CH:25]2[CH2:27][CH2:26]2)(=[O:24])=[O:23])[CH2:4]1)[CH3:2]. (6) Given the reactants [CH2:1]([O:3][C:4]([C:6]1[N:7]([CH3:24])[C:8]([CH2:22][CH3:23])=[C:9]([C:20]#[N:21])[C:10]=1B1OC(C)(C)C(C)(C)O1)=[O:5])[CH3:2].Br[C:26]1[CH:31]=[CH:30][C:29]([N:32]([CH3:42])[CH2:33][CH2:34][NH:35][S:36]([CH:39]([CH3:41])[CH3:40])(=[O:38])=[O:37])=[CH:28][CH:27]=1.C(=O)([O-])[O-].[Na+].[Na+].C(Cl)Cl, predict the reaction product. The product is: [CH2:1]([O:3][C:4]([C:6]1[N:7]([CH3:24])[C:8]([CH2:22][CH3:23])=[C:9]([C:20]#[N:21])[C:10]=1[C:26]1[CH:27]=[CH:28][C:29]([N:32]([CH3:42])[CH2:33][CH2:34][NH:35][S:36]([CH:39]([CH3:40])[CH3:41])(=[O:37])=[O:38])=[CH:30][CH:31]=1)=[O:5])[CH3:2]. (7) Given the reactants CO.[BH4-].[Na+].[CH3:5][O:6][C:7]1[CH:8]=[CH:9][C:10]2[N:11]([N:13]=[C:14]([C:28]3[CH:33]=[CH:32][CH:31]=[C:30]([C:34]([F:37])([F:36])[F:35])[CH:29]=3)[C:15]=2[C:16]([C:18]2[N:23]=[C:22]([C:24]([O:26][CH3:27])=[O:25])[CH:21]=[CH:20][CH:19]=2)=[O:17])[CH:12]=1.[Cl-].[NH4+], predict the reaction product. The product is: [OH:17][CH:16]([C:15]1[C:14]([C:28]2[CH:33]=[CH:32][CH:31]=[C:30]([C:34]([F:35])([F:37])[F:36])[CH:29]=2)=[N:13][N:11]2[CH:12]=[C:7]([O:6][CH3:5])[CH:8]=[CH:9][C:10]=12)[C:18]1[N:23]=[C:22]([C:24]([O:26][CH3:27])=[O:25])[CH:21]=[CH:20][CH:19]=1. (8) Given the reactants [OH-].[Li+].[C:3]([C:5]1[CH:6]=[C:7]([C:15]([O:17]CC)=[O:16])[CH:8]=[N:9][C:10]=1[NH:11][CH:12]([CH3:14])[CH3:13])#[N:4], predict the reaction product. The product is: [C:3]([C:5]1[CH:6]=[C:7]([C:15]([OH:17])=[O:16])[CH:8]=[N:9][C:10]=1[NH:11][CH:12]([CH3:14])[CH3:13])#[N:4]. (9) The product is: [Br:1][C:2]1[CH:7]=[C:6]2[C:5](=[C:4]([CH3:10])[CH:3]=1)[NH:8][CH:11]=[C:12]2[CH:13]([CH3:15])[CH3:14]. Given the reactants [Br:1][C:2]1[CH:7]=[CH:6][C:5]([NH:8]N)=[C:4]([CH3:10])[CH:3]=1.[CH:11](=O)[CH2:12][CH:13]([CH3:15])[CH3:14], predict the reaction product.